This data is from Catalyst prediction with 721,799 reactions and 888 catalyst types from USPTO. The task is: Predict which catalyst facilitates the given reaction. (1) Reactant: [CH3:1][S:2]([CH:5]1[CH2:10][CH2:9][C:8]([C:11]2[CH:20]=[CH:19][C:18]3[C:13](=[CH:14][CH:15]=[C:16]([O:21][CH3:22])[CH:17]=3)[C:12]=2[O:23][C:24]2[CH:38]=[CH:37][C:27]([O:28][CH2:29][CH2:30][N:31]3[CH2:36][CH2:35][CH2:34][CH2:33][CH2:32]3)=[CH:26][CH:25]=2)=[CH:7][CH2:6]1)(=[O:4])=[O:3].[ClH:39]. Product: [ClH:39].[CH3:1][S:2]([CH:5]1[CH2:10][CH2:9][C:8]([C:11]2[CH:20]=[CH:19][C:18]3[C:13](=[CH:14][CH:15]=[C:16]([O:21][CH3:22])[CH:17]=3)[C:12]=2[O:23][C:24]2[CH:25]=[CH:26][C:27]([O:28][CH2:29][CH2:30][N:31]3[CH2:36][CH2:35][CH2:34][CH2:33][CH2:32]3)=[CH:37][CH:38]=2)=[CH:7][CH2:6]1)(=[O:4])=[O:3]. The catalyst class is: 2. (2) Reactant: [Br-].[CH2:2]([C:6]1[CH:13]=[CH:12][C:9]([CH2:10][PH3+])=[CH:8][CH:7]=1)[CH:3]([CH3:5])[CH3:4].[CH:14](=O)[C:15]1[CH:22]=[CH:21][C:18]([CH:19]=[O:20])=[CH:17][CH:16]=1. Product: [CH2:2]([C:6]1[CH:13]=[CH:12][C:9]([CH:10]=[CH:14][C:15]2[CH:22]=[CH:21][C:18]([CH:19]=[O:20])=[CH:17][CH:16]=2)=[CH:8][CH:7]=1)[CH:3]([CH3:5])[CH3:4]. The catalyst class is: 5.